This data is from Catalyst prediction with 721,799 reactions and 888 catalyst types from USPTO. The task is: Predict which catalyst facilitates the given reaction. (1) Reactant: [CH3:1][S:2][C:3]1[CH:11]=[CH:10][C:6]([C:7]([OH:9])=O)=[CH:5][C:4]=1[N+:12]([O-:14])=[O:13].[C:15]1([C:22]2[CH:27]=[CH:26][CH:25]=[CH:24][CH:23]=2)[CH:20]=[CH:19][C:18]([NH2:21])=[CH:17][CH:16]=1.C1CN([P+](ON2N=NC3C=CC=CC2=3)(N2CCCC2)N2CCCC2)CC1.F[P-](F)(F)(F)(F)F.C(N(C(C)C)C(C)C)C. Product: [C:15]1([C:22]2[CH:27]=[CH:26][CH:25]=[CH:24][CH:23]=2)[CH:16]=[CH:17][C:18]([NH:21][C:7](=[O:9])[C:6]2[CH:10]=[CH:11][C:3]([S:2][CH3:1])=[C:4]([N+:12]([O-:14])=[O:13])[CH:5]=2)=[CH:19][CH:20]=1. The catalyst class is: 18. (2) Reactant: [C:1]([C:3]1[CH:8]=[CH:7][C:6]([N:9]2[C:13](=[O:14])[CH:12]=[C:11]([CH3:15])[NH:10]2)=[CH:5][CH:4]=1)#[N:2].[F:16][C:17]([F:25])([F:24])[C:18](=[O:23])[C:19]([O:21][CH3:22])=[O:20]. Product: [CH3:22][O:21][C:19](=[O:20])[C:18]([OH:23])([C:17]([F:25])([F:24])[F:16])[C:12]1[C:13](=[O:14])[N:9]([C:6]2[CH:5]=[CH:4][C:3]([C:1]#[N:2])=[CH:8][CH:7]=2)[NH:10][C:11]=1[CH3:15]. The catalyst class is: 22. (3) Reactant: [CH:1]1([C:6]2[C:16]3[O:15][CH2:14][CH2:13][N:12](C(OC(C)(C)C)=O)[CH2:11][C:10]=3[CH:9]=[CH:8][CH:7]=2)[CH2:5][CH2:4][CH2:3][CH2:2]1.C(OCC)(=O)C.[ClH:30]. Product: [ClH:30].[CH:1]1([C:6]2[C:16]3[O:15][CH2:14][CH2:13][NH:12][CH2:11][C:10]=3[CH:9]=[CH:8][CH:7]=2)[CH2:2][CH2:3][CH2:4][CH2:5]1. The catalyst class is: 13. (4) Reactant: [F:1][C:2]1[CH:7]=[C:6]([F:8])[CH:5]=[CH:4][C:3]=1[C:9]1[C:18]([N:19]2[CH2:23][CH2:22][CH2:21][C@@H:20]2[CH3:24])=[N:17][C:16]2[C:11](=[CH:12][CH:13]=[C:14]([C:25]([O:27]C)=[O:26])[CH:15]=2)[N:10]=1.[OH-].[Na+].O. Product: [F:1][C:2]1[CH:7]=[C:6]([F:8])[CH:5]=[CH:4][C:3]=1[C:9]1[C:18]([N:19]2[CH2:23][CH2:22][CH2:21][C@@H:20]2[CH3:24])=[N:17][C:16]2[C:11](=[CH:12][CH:13]=[C:14]([C:25]([OH:27])=[O:26])[CH:15]=2)[N:10]=1. The catalyst class is: 5. (5) Reactant: [C:1]([N:4]([C:37]1[CH:42]=[CH:41][C:40]([Cl:43])=[CH:39][CH:38]=1)[C@H:5]1[C:14]2[C:9](=[CH:10][CH:11]=[CH:12][CH:13]=2)[N:8]([C:15]([C:17]2[CH:35]=[CH:34][C:20]([O:21][CH2:22][CH2:23][CH:24]([N:29]([CH2:32][CH3:33])[CH2:30][CH3:31])[C:25]([O:27]C)=[O:26])=[CH:19][CH:18]=2)=[O:16])[C@@H:7]([CH3:36])[CH2:6]1)(=[O:3])[CH3:2].[OH-].[K+]. Product: [C:1]([N:4]([C:37]1[CH:42]=[CH:41][C:40]([Cl:43])=[CH:39][CH:38]=1)[C@H:5]1[C:14]2[C:9](=[CH:10][CH:11]=[CH:12][CH:13]=2)[N:8]([C:15]([C:17]2[CH:35]=[CH:34][C:20]([O:21][CH2:22][CH2:23][CH:24]([N:29]([CH2:32][CH3:33])[CH2:30][CH3:31])[C:25]([OH:27])=[O:26])=[CH:19][CH:18]=2)=[O:16])[C@@H:7]([CH3:36])[CH2:6]1)(=[O:3])[CH3:2]. The catalyst class is: 83.